Dataset: Merck oncology drug combination screen with 23,052 pairs across 39 cell lines. Task: Regression. Given two drug SMILES strings and cell line genomic features, predict the synergy score measuring deviation from expected non-interaction effect. (1) Drug 1: CCC1(O)CC2CN(CCc3c([nH]c4ccccc34)C(C(=O)OC)(c3cc4c(cc3OC)N(C)C3C(O)(C(=O)OC)C(OC(C)=O)C5(CC)C=CCN6CCC43C65)C2)C1. Drug 2: CCN(CC)CCNC(=O)c1c(C)[nH]c(C=C2C(=O)Nc3ccc(F)cc32)c1C. Cell line: OVCAR3. Synergy scores: synergy=-0.843. (2) Drug 1: O=C(CCCCCCC(=O)Nc1ccccc1)NO. Drug 2: Nc1ccn(C2OC(CO)C(O)C2(F)F)c(=O)n1. Cell line: ZR751. Synergy scores: synergy=7.45. (3) Drug 1: CN(C)C(=N)N=C(N)N. Drug 2: NC1(c2ccc(-c3nc4ccn5c(=O)[nH]nc5c4cc3-c3ccccc3)cc2)CCC1. Cell line: NCIH23. Synergy scores: synergy=-1.22. (4) Drug 2: COC1=C2CC(C)CC(OC)C(O)C(C)C=C(C)C(OC(N)=O)C(OC)C=CC=C(C)C(=O)NC(=CC1=O)C2=O. Drug 1: O=C(O)C1(Cc2cccc(Nc3nccs3)n2)CCC(Oc2cccc(Cl)c2F)CC1. Synergy scores: synergy=-28.6. Cell line: COLO320DM.